This data is from Reaction yield outcomes from USPTO patents with 853,638 reactions. The task is: Predict the reaction yield, written as a fraction of the theoretical maximum amount of product (1.0 means a 100% yield; for example, 0.34 means a 34% yield). (1) The reactants are [CH3:1][NH:2][C:3]1[N:8]=[C:7]([CH2:9][CH2:10][CH2:11][C:12]2[S:16][C:15]([CH2:17][C@@H:18]([C:20]([O:22][CH3:23])=[O:21])[NH2:19])=[CH:14][CH:13]=2)[CH:6]=[CH:5][CH:4]=1.CN1CCOCC1.[Cl:31][C:32]1[CH:40]=[CH:39][CH:38]=[C:37]([Cl:41])[C:33]=1[C:34](O)=[O:35].CN(C(ON1N=NC2C=CC=CC1=2)=[N+](C)C)C.[B-](F)(F)(F)F. The catalyst is CN(C=O)C. The product is [Cl:31][C:32]1[CH:40]=[CH:39][CH:38]=[C:37]([Cl:41])[C:33]=1[C:34]([NH:19][C@H:18]([C:20]([O:22][CH3:23])=[O:21])[CH2:17][C:15]1[S:16][C:12]([CH2:11][CH2:10][CH2:9][C:7]2[CH:6]=[CH:5][CH:4]=[C:3]([NH:2][CH3:1])[N:8]=2)=[CH:13][CH:14]=1)=[O:35]. The yield is 0.660. (2) The reactants are [CH:1]1([C:4]2[S:43][C:7]3[N:8]([CH2:24][C:25]4[CH:30]=[CH:29][C:28]([C:31]5[CH:36]=[CH:35][CH:34]=[CH:33][C:32]=5[C:37]5[NH:41][C:40](=[O:42])[O:39][N:38]=5)=[CH:27][CH:26]=4)[C:9](=[O:23])[N:10]([CH2:13][C:14]([C:16]4[CH:21]=[CH:20][C:19]([F:22])=[CH:18][CH:17]=4)=[O:15])[C:11](=[O:12])[C:6]=3[CH:5]=2)[CH2:3][CH2:2]1.O1CCCC1.[BH4-].[Na+]. The catalyst is CO. The product is [CH:1]1([C:4]2[S:43][C:7]3[N:8]([CH2:24][C:25]4[CH:30]=[CH:29][C:28]([C:31]5[CH:36]=[CH:35][CH:34]=[CH:33][C:32]=5[C:37]5[NH:41][C:40](=[O:42])[O:39][N:38]=5)=[CH:27][CH:26]=4)[C:9](=[O:23])[N:10]([CH2:13][CH:14]([C:16]4[CH:21]=[CH:20][C:19]([F:22])=[CH:18][CH:17]=4)[OH:15])[C:11](=[O:12])[C:6]=3[CH:5]=2)[CH2:2][CH2:3]1. The yield is 0.740.